From a dataset of NCI-60 drug combinations with 297,098 pairs across 59 cell lines. Regression. Given two drug SMILES strings and cell line genomic features, predict the synergy score measuring deviation from expected non-interaction effect. (1) Synergy scores: CSS=87.7, Synergy_ZIP=0.963, Synergy_Bliss=1.33, Synergy_Loewe=1.10, Synergy_HSA=2.08. Drug 2: CC1OCC2C(O1)C(C(C(O2)OC3C4COC(=O)C4C(C5=CC6=C(C=C35)OCO6)C7=CC(=C(C(=C7)OC)O)OC)O)O. Drug 1: CC12CCC3C(C1CCC2=O)CC(=C)C4=CC(=O)C=CC34C. Cell line: MOLT-4. (2) Drug 1: CS(=O)(=O)OCCCCOS(=O)(=O)C. Drug 2: C1C(C(OC1N2C=NC3=C2NC=NCC3O)CO)O. Cell line: SNB-75. Synergy scores: CSS=-0.681, Synergy_ZIP=1.06, Synergy_Bliss=5.97, Synergy_Loewe=0.270, Synergy_HSA=0.476.